From a dataset of Reaction yield outcomes from USPTO patents with 853,638 reactions. Predict the reaction yield, written as a fraction of the theoretical maximum amount of product (1.0 means a 100% yield; for example, 0.34 means a 34% yield). (1) The reactants are [F:1][C:2]1[CH:9]=[CH:8][CH:7]=[CH:6][C:3]=1[CH:4]=O.[CH3:10][C:11]([CH3:13])=[O:12].[OH-].[Na+].O. The catalyst is C(O)C. The product is [F:1][C:2]1[CH:9]=[CH:8][CH:7]=[CH:6][C:3]=1[CH:4]=[CH:10][C:11](=[O:12])[CH:13]=[CH:4][C:3]1[CH:6]=[CH:7][CH:8]=[CH:9][C:2]=1[F:1]. The yield is 0.410. (2) The reactants are [S:1]([C:13]1[CH:18]=[CH:17][CH:16]=[CH:15][CH:14]=1)[C@@H:2]1[O:10][C@H:9]([CH2:11][OH:12])[C@H:7]([OH:8])[C@H:5]([OH:6])[C@H:3]1[OH:4].C([Sn](=O)CCCC)CCC.[CH:29]1[CH:34]=[CH:33][C:32]([CH2:35]Br)=[CH:31][CH:30]=1. The catalyst is CO.[N+](CCCC)(CCCC)(CCCC)CCCC.[Br-]. The product is [CH2:35]([O:6][C@H:5]1[C@@H:7]([OH:8])[C@@H:9]([CH2:11][OH:12])[O:10][C@@H:2]([S:1][C:13]2[CH:14]=[CH:15][CH:16]=[CH:17][CH:18]=2)[C@@H:3]1[OH:4])[C:32]1[CH:33]=[CH:34][CH:29]=[CH:30][CH:31]=1. The yield is 0.670. (3) The reactants are C([O:8][CH2:9][CH:10]([O:19][Si:20]([C:23]([CH3:26])([CH3:25])[CH3:24])([CH3:22])[CH3:21])[CH2:11][C:12]([O:14][C:15]([CH3:18])([CH3:17])[CH3:16])=[O:13])C1C=CC=CC=1. The catalyst is CCOC(C)=O.[Pd]. The product is [Si:20]([O:19][CH:10]([CH2:9][OH:8])[CH2:11][C:12]([O:14][C:15]([CH3:18])([CH3:17])[CH3:16])=[O:13])([C:23]([CH3:25])([CH3:26])[CH3:24])([CH3:22])[CH3:21]. The yield is 0.887. (4) The reactants are Br[CH2:2][C:3]1[CH:4]=[CH:5][C:6]([C:9]2[CH:16]=[CH:15][CH:14]=[CH:13][C:10]=2[C:11]#[N:12])=[N:7][CH:8]=1.[O:17]=[C:18]([CH2:24][CH2:25][CH2:26][CH3:27])[CH2:19][C:20]([O:22][CH3:23])=[O:21].C(N(C(C)C)CC)(C)C.[Cl-].[Li+]. The catalyst is O.O1CCCC1. The product is [C:11]([C:10]1[CH:13]=[CH:14][CH:15]=[CH:16][C:9]=1[C:6]1[N:7]=[CH:8][C:3]([CH2:2][CH:19]([C:18](=[O:17])[CH2:24][CH2:25][CH2:26][CH3:27])[C:20]([O:22][CH3:23])=[O:21])=[CH:4][CH:5]=1)#[N:12]. The yield is 0.510. (5) The reactants are [Br:1][C:2]1[C:3]([OH:18])=[C:4]2[C:9](=[CH:10][CH:11]=1)[N:8]([C:12]([CH:14]1[CH2:16][CH2:15]1)=[O:13])[C@@H:7]([CH3:17])[CH2:6][CH2:5]2.[C:19]1(B(O)O)[CH:24]=[CH:23][CH:22]=[CH:21][CH:20]=1.N1C=CC=CC=1. The catalyst is C([O-])(=O)C.[Cu+2].C([O-])(=O)C.ClCCl. The product is [Br:1][C:2]1[C:3]([O:18][C:19]2[CH:24]=[CH:23][CH:22]=[CH:21][CH:20]=2)=[C:4]2[C:9](=[CH:10][CH:11]=1)[N:8]([C:12]([CH:14]1[CH2:16][CH2:15]1)=[O:13])[C@@H:7]([CH3:17])[CH2:6][CH2:5]2. The yield is 0.700. (6) The reactants are [CH3:1][O:2][C:3]1[C:12]([NH:13][C:14](=[O:18])OCC)=[N:11][C:10]2[C:5](=[CH:6][C:7]([CH3:20])=[C:8]([CH3:19])[CH:9]=2)[N:4]=1.[CH3:21][C:22]1[CH:23]=[C:24]([N:29]2[CH2:34][CH2:33][NH:32][CH2:31][CH2:30]2)[CH:25]=[C:26]([CH3:28])[CH:27]=1. No catalyst specified. The product is [CH3:1][O:2][C:3]1[C:12]([NH:13][C:14]([N:32]2[CH2:33][CH2:34][N:29]([C:24]3[CH:25]=[C:26]([CH3:28])[CH:27]=[C:22]([CH3:21])[CH:23]=3)[CH2:30][CH2:31]2)=[O:18])=[N:11][C:10]2[C:5](=[CH:6][C:7]([CH3:20])=[C:8]([CH3:19])[CH:9]=2)[N:4]=1. The yield is 0.580. (7) The reactants are [CH3:1][C:2]1[C:6]([CH:7]=[O:8])=[CH:5][NH:4]N=1.[CH3:9][N:10]1[C:18]2[C:13](=[CH:14][C:15]([NH:19][C:20]3[N:25]=[C:24](S(C)(=O)=O)[CH:23]=[CH:22][N:21]=3)=[CH:16][CH:17]=2)[CH:12]=[N:11]1.[H-].[Na+].[CH2:32]1COCC1. No catalyst specified. The product is [CH3:1][C:2]1[C:6]([CH:7]=[O:8])=[CH:5][N:4]([C:24]2[CH:23]=[CH:22][N:21]=[C:20]([NH:19][C:15]3[CH:14]=[C:13]4[C:18](=[CH:17][CH:16]=3)[N:10]([CH3:9])[N:11]=[CH:12]4)[N:25]=2)[CH:32]=1. The yield is 0.660. (8) The reactants are C([N:20]1[CH:24]=[C:23]([C:25]2[N:30]=[C:29]([O:31][CH2:32][CH2:33][CH2:34][CH2:35][N:36]3[CH2:45][CH2:44][C:43]4[C:38](=[CH:39][CH:40]=[CH:41][CH:42]=4)[CH2:37]3)[CH:28]=[CH:27][CH:26]=2)[N:22]=[CH:21]1)(C1C=CC=CC=1)(C1C=CC=CC=1)C1C=CC=CC=1.Cl. The catalyst is CO. The product is [NH:20]1[CH:24]=[C:23]([C:25]2[N:30]=[C:29]([O:31][CH2:32][CH2:33][CH2:34][CH2:35][N:36]3[CH2:45][CH2:44][C:43]4[C:38](=[CH:39][CH:40]=[CH:41][CH:42]=4)[CH2:37]3)[CH:28]=[CH:27][CH:26]=2)[N:22]=[CH:21]1. The yield is 0.770. (9) The reactants are C(OC(=O)[NH:7][C@@H:8]([C:12]1[N:21]([NH:22][C:23]2[CH:28]=[CH:27][CH:26]=[CH:25][CH:24]=2)[C:20](=[O:29])[C:19]2[C:14](=[CH:15][C:16]([Cl:30])=[CH:17][CH:18]=2)[N:13]=1)[CH2:9][C:10]#[CH:11])(C)(C)C.Cl. The catalyst is CO.O1CCOCC1. The product is [NH2:7][C@@H:8]([C:12]1[N:21]([NH:22][C:23]2[CH:28]=[CH:27][CH:26]=[CH:25][CH:24]=2)[C:20](=[O:29])[C:19]2[C:14](=[CH:15][C:16]([Cl:30])=[CH:17][CH:18]=2)[N:13]=1)[CH2:9][C:10]#[CH:11]. The yield is 1.00. (10) The reactants are [C:1]([C:3]1[CH:4]=[C:5]([N:9]=[C:10]=[O:11])[CH:6]=[CH:7][CH:8]=1)#[N:2].Cl.[NH2:13][CH2:14][C:15]1[CH:23]=[CH:22][CH:21]=[C:20]2[C:16]=1[CH2:17][N:18]([CH:25]1[CH2:30][CH2:29][C:28](=[O:31])[NH:27][C:26]1=[O:32])[C:19]2=[O:24].C(N(CC)CC)C. The catalyst is C1COCC1. The product is [C:1]([C:3]1[CH:4]=[C:5]([NH:9][C:10]([NH:13][CH2:14][C:15]2[CH:23]=[CH:22][CH:21]=[C:20]3[C:16]=2[CH2:17][N:18]([CH:25]2[CH2:30][CH2:29][C:28](=[O:31])[NH:27][C:26]2=[O:32])[C:19]3=[O:24])=[O:11])[CH:6]=[CH:7][CH:8]=1)#[N:2]. The yield is 0.380.